Dataset: Forward reaction prediction with 1.9M reactions from USPTO patents (1976-2016). Task: Predict the product of the given reaction. (1) Given the reactants Br[CH2:2][CH2:3][CH2:4][CH2:5][CH2:6][CH2:7][CH2:8][CH2:9][CH2:10][CH2:11][O:12][C:13]1[CH:21]=[CH:20][C:16]([C:17]([OH:19])=[O:18])=[CH:15][CH:14]=1.C1(C=CC=C(O)C=1)O.C(O[C:41]1[CH:57]=[CH:56][C:44]([C:45]([O:47]C2C=CC(C=O)=CC=2)=[O:46])=[CH:43][CH:42]=1)CCCCCCCCC.[O-]Cl=O.[Na+], predict the reaction product. The product is: [CH2:11]([O:12][C:13]1[CH:21]=[CH:20][C:16]([C:17]([O:19][C:41]2[CH:57]=[CH:56][C:44]([C:45]([OH:47])=[O:46])=[CH:43][CH:42]=2)=[O:18])=[CH:15][CH:14]=1)[CH2:10][CH2:9][CH2:8][CH2:7][CH2:6][CH2:5][CH2:4][CH2:3][CH3:2]. (2) Given the reactants C(OC([N:8]1[C:12]2=[N:13][CH:14]=[C:15]([O:17][CH:18]3[CH2:23][CH2:22][N:21]([CH:24]4[CH2:26][CH2:25]4)[CH2:20][CH2:19]3)[CH:16]=[C:11]2[CH:10]=[C:9]1[C:27]([N:29]1[CH2:34][CH2:33][O:32][CH2:31][CH2:30]1)=[O:28])=O)(C)(C)C.FC(F)(F)C(O)=O, predict the reaction product. The product is: [CH:24]1([N:21]2[CH2:22][CH2:23][CH:18]([O:17][C:15]3[CH:16]=[C:11]4[CH:10]=[C:9]([C:27]([N:29]5[CH2:34][CH2:33][O:32][CH2:31][CH2:30]5)=[O:28])[NH:8][C:12]4=[N:13][CH:14]=3)[CH2:19][CH2:20]2)[CH2:25][CH2:26]1. (3) Given the reactants CO[C:3]([C:5]1[S:9][C:8]([N:10]2[CH2:15][CH2:14][N:13]([S:16]([C:19]3[CH:24]=[CH:23][C:22]([O:25][C:26]([F:29])([F:28])[F:27])=[CH:21][CH:20]=3)(=[O:18])=[O:17])[CH2:12][CH2:11]2)=[N:7][CH:6]=1)=[O:4].Cl.[NH2:31][OH:32].C[O-].[Na+].CO.Cl, predict the reaction product. The product is: [OH:32][NH:31][C:3]([C:5]1[S:9][C:8]([N:10]2[CH2:11][CH2:12][N:13]([S:16]([C:19]3[CH:24]=[CH:23][C:22]([O:25][C:26]([F:29])([F:28])[F:27])=[CH:21][CH:20]=3)(=[O:17])=[O:18])[CH2:14][CH2:15]2)=[N:7][CH:6]=1)=[O:4]. (4) The product is: [OH:6][C@H:5]([CH2:4][OH:3])[CH2:7][CH2:8][NH:9][C:10]([CH:12]1[N:20]2[CH:15]([CH2:16][C:17]([CH3:21])([CH3:22])[CH2:18][CH2:19]2)[C:14]([C:25]2[CH:30]=[CH:29][C:28]([Cl:31])=[CH:27][C:26]=2[F:32])([C:23]#[N:24])[CH:13]1[C:33]1[CH:38]=[CH:37][CH:36]=[C:35]([Cl:39])[C:34]=1[F:40])=[O:11]. Given the reactants CC1(C)[O:6][C@@H:5]([CH2:7][CH2:8][NH:9][C:10]([CH:12]2[N:20]3[CH:15]([CH2:16][C:17]([CH3:22])([CH3:21])[CH2:18][CH2:19]3)[C:14]([C:25]3[CH:30]=[CH:29][C:28]([Cl:31])=[CH:27][C:26]=3[F:32])([C:23]#[N:24])[CH:13]2[C:33]2[CH:38]=[CH:37][CH:36]=[C:35]([Cl:39])[C:34]=2[F:40])=[O:11])[CH2:4][O:3]1.Cl, predict the reaction product. (5) Given the reactants [Cl:1][C:2]1[CH:3]=[CH:4][C:5]([S:31]([CH2:34][CH3:35])(=[O:33])=[O:32])=[C:6]([CH2:8][N:9]2[C:18](=[O:19])[C:17]3[C:12](=[CH:13][C:14]([CH2:24][N:25]4[CH2:30][CH2:29][NH:28][CH2:27][CH2:26]4)=[C:15]([C:20]([F:23])([F:22])[F:21])[CH:16]=3)[N:11]=[CH:10]2)[CH:7]=1.[O:36]1[CH2:41][CH2:40][C:39](=O)[CH2:38][CH2:37]1, predict the reaction product. The product is: [Cl:1][C:2]1[CH:3]=[CH:4][C:5]([S:31]([CH2:34][CH3:35])(=[O:32])=[O:33])=[C:6]([CH2:8][N:9]2[C:18](=[O:19])[C:17]3[C:12](=[CH:13][C:14]([CH2:24][N:25]4[CH2:26][CH2:27][N:28]([CH:39]5[CH2:40][CH2:41][O:36][CH2:37][CH2:38]5)[CH2:29][CH2:30]4)=[C:15]([C:20]([F:21])([F:23])[F:22])[CH:16]=3)[N:11]=[CH:10]2)[CH:7]=1. (6) Given the reactants [N+:1]([C:4]1[CH:9]=[CH:8][C:7]([C:10](=O)[CH2:11][NH:12][C:13](=O)[CH2:14][CH2:15][C:16]([O:18][CH3:19])=[O:17])=[CH:6][CH:5]=1)([O-:3])=[O:2].COC1C=CC(P2(SP(C3C=CC(OC)=CC=3)(=S)S2)=[S:31])=CC=1.O.C(=O)([O-])[O-].[Na+].[Na+], predict the reaction product. The product is: [N+:1]([C:4]1[CH:9]=[CH:8][C:7]([C:10]2[S:31][C:13]([CH2:14][CH2:15][C:16]([O:18][CH3:19])=[O:17])=[N:12][CH:11]=2)=[CH:6][CH:5]=1)([O-:3])=[O:2]. (7) Given the reactants [Br:1][C:2]1[CH:7]=[CH:6][C:5]([CH:8]([OH:10])[CH3:9])=[CH:4][CH:3]=1.N1C=CN=C1.[CH3:16][C:17]([Si:20](Cl)([CH3:22])[CH3:21])([CH3:19])[CH3:18], predict the reaction product. The product is: [Br:1][C:2]1[CH:7]=[CH:6][C:5]([CH:8]([O:10][Si:20]([C:17]([CH3:19])([CH3:18])[CH3:16])([CH3:22])[CH3:21])[CH3:9])=[CH:4][CH:3]=1.